The task is: Predict the reactants needed to synthesize the given product.. This data is from Full USPTO retrosynthesis dataset with 1.9M reactions from patents (1976-2016). (1) Given the product [Br:10][C:7]1[CH:8]=[CH:9][C:4]([CH2:1][C:2]([OH:13])=[O:18])=[C:5]([CH3:11])[CH:6]=1, predict the reactants needed to synthesize it. The reactants are: [CH2:1]([C:4]1[CH:9]=[CH:8][C:7]([Br:10])=[CH:6][C:5]=1[CH3:11])[CH:2]=C.I([O-])(=O)(=O)=[O:13].[Na+].[OH2:18]. (2) Given the product [NH2:1][C:2]1[C:3](=[O:19])[N:4]([CH3:18])[CH2:5][C:6]([C:8]2[CH:13]=[CH:12][CH:11]=[C:10]([NH2:14])[CH:9]=2)([CH3:17])[N:7]=1, predict the reactants needed to synthesize it. The reactants are: [NH2:1][C:2]1[C:3](=[O:19])[N:4]([CH3:18])[CH2:5][C:6]([CH3:17])([C:8]2[CH:13]=[CH:12][CH:11]=[C:10]([N+:14]([O-])=O)[CH:9]=2)[N:7]=1. (3) Given the product [F:13][C:14]1[CH:15]=[C:16]([C:5]2[C:6]3[S:10][C:9]([CH3:11])=[N:8][C:7]=3[C:2]([NH:24][C:25]3[S:26][CH:27]=[C:28]([CH3:30])[N:29]=3)=[N:3][CH:4]=2)[CH:17]=[C:18]([F:20])[CH:19]=1, predict the reactants needed to synthesize it. The reactants are: Cl[C:2]1[C:7]2[N:8]=[C:9]([CH3:11])[S:10][C:6]=2[C:5](I)=[CH:4][N:3]=1.[F:13][C:14]1[CH:15]=[C:16](B(O)O)[CH:17]=[C:18]([F:20])[CH:19]=1.[NH2:24][C:25]1[S:26][CH:27]=[C:28]([CH3:30])[N:29]=1. (4) The reactants are: [OH:1][C@@H:2]1[CH2:6][CH2:5][N:4]([C:7](=O)[C@@H:8]([NH:15][C:16](=O)[O-])[C:9]2[CH:14]=[CH:13][CH:12]=[CH:11][CH:10]=2)[CH2:3]1.[H-].[H-].[H-].[H-].[Li+].[Al+3].C(=O)([O-])[O-].[Na+].[Na+]. Given the product [CH3:16][NH:15][C@@H:8]([C:9]1[CH:14]=[CH:13][CH:12]=[CH:11][CH:10]=1)[CH2:7][N:4]1[CH2:5][CH2:6][C@@H:2]([OH:1])[CH2:3]1, predict the reactants needed to synthesize it. (5) Given the product [F:23][C:19]1[CH:18]=[C:17]([CH:22]=[CH:21][CH:20]=1)[CH2:16][N:14]1[CH:15]=[C:11]([C:10]2[C:4]3[C:5](=[N:6][CH:7]=[C:2]([C:42]4[CH:47]=[CH:46][C:45]([N:48]5[CH2:53][CH2:52][CH:51]([OH:54])[CH2:50][CH2:49]5)=[CH:44][CH:43]=4)[CH:3]=3)[N:8]([S:24]([C:27]3[CH:28]=[CH:29][C:30]([CH3:31])=[CH:32][CH:33]=3)(=[O:25])=[O:26])[CH:9]=2)[CH:12]=[N:13]1, predict the reactants needed to synthesize it. The reactants are: Br[C:2]1[CH:3]=[C:4]2[C:10]([C:11]3[CH:12]=[N:13][N:14]([CH2:16][C:17]4[CH:22]=[CH:21][CH:20]=[C:19]([F:23])[CH:18]=4)[CH:15]=3)=[CH:9][N:8]([S:24]([C:27]3[CH:33]=[CH:32][C:30]([CH3:31])=[CH:29][CH:28]=3)(=[O:26])=[O:25])[C:5]2=[N:6][CH:7]=1.CC1(C)C(C)(C)OB([C:42]2[CH:47]=[CH:46][C:45]([N:48]3[CH2:53][CH2:52][CH:51]([OH:54])[CH2:50][CH2:49]3)=[CH:44][CH:43]=2)O1.C(=O)([O-])[O-].[Na+].[Na+]. (6) The reactants are: [Cl:1][C:2]1[CH:7]=[CH:6][N:5]=[C:4]2[CH:8]=[CH:9][S:10][C:3]=12.[Li]CCCC.[O:16]1[CH:20]=[CH:19][CH:18]=[C:17]1[C:21](Cl)=[O:22]. Given the product [Cl:1][C:2]1[CH:7]=[CH:6][N:5]=[C:4]2[CH:8]=[C:9]([C:21]([C:17]3[O:16][CH:20]=[CH:19][CH:18]=3)=[O:22])[S:10][C:3]=12, predict the reactants needed to synthesize it. (7) Given the product [C:26]([N:29]1[CH2:30][CH2:31][CH:32]([C:35]([NH:1][C:2]2[CH:3]=[C:4]([C:8]3[O:12][N:11]=[C:10]([C:13]([O:15][CH2:16][CH3:17])=[O:14])[CH:9]=3)[CH:5]=[CH:6][CH:7]=2)=[O:36])[CH2:33][CH2:34]1)(=[O:28])[CH3:27], predict the reactants needed to synthesize it. The reactants are: [NH2:1][C:2]1[CH:3]=[C:4]([C:8]2[O:12][N:11]=[C:10]([C:13]([O:15][CH2:16][CH3:17])=[O:14])[CH:9]=2)[CH:5]=[CH:6][CH:7]=1.C(N(CC)CC)C.Cl.[C:26]([N:29]1[CH2:34][CH2:33][CH:32]([C:35](Cl)=[O:36])[CH2:31][CH2:30]1)(=[O:28])[CH3:27].Cl. (8) Given the product [CH:20]1([CH2:23][C:24](=[O:25])[CH2:1][C:2]2[CH:7]=[CH:6][N:5]=[C:4]([S:8][CH3:9])[N:3]=2)[CH2:22][CH2:21]1, predict the reactants needed to synthesize it. The reactants are: [CH3:1][C:2]1[CH:7]=[CH:6][N:5]=[C:4]([S:8][CH3:9])[N:3]=1.[Li+].C[Si]([N-][Si](C)(C)C)(C)C.[CH:20]1([CH2:23][C:24](N(OC)C)=[O:25])[CH2:22][CH2:21]1.